From a dataset of Reaction yield outcomes from USPTO patents with 853,638 reactions. Predict the reaction yield, written as a fraction of the theoretical maximum amount of product (1.0 means a 100% yield; for example, 0.34 means a 34% yield). The reactants are [N:1]1([CH2:6][C:7]2[CH:16]=[CH:15][C:10]([C:11]([O:13]C)=[O:12])=[CH:9][C:8]=2[O:17][CH3:18])[CH:5]=[CH:4][N:3]=[CH:2]1.[OH-].[Na+]. The catalyst is CO. The product is [N:1]1([CH2:6][C:7]2[CH:16]=[CH:15][C:10]([C:11]([OH:13])=[O:12])=[CH:9][C:8]=2[O:17][CH3:18])[CH:5]=[CH:4][N:3]=[CH:2]1. The yield is 0.850.